Task: Predict which catalyst facilitates the given reaction.. Dataset: Catalyst prediction with 721,799 reactions and 888 catalyst types from USPTO (1) Reactant: Br[C:2]1[N:3]=[C:4]([C:9]2[N:13]=[C:12]([C:14]3[CH:19]=[CH:18][CH:17]=[CH:16][CH:15]=3)[O:11][N:10]=2)[C:5]([NH2:8])=[N:6][CH:7]=1.[C:20]([O:24][C:25]([N:27]1[CH2:32][CH:31]=[C:30](B2OC(C)(C)C(C)(C)O2)[CH2:29][CH2:28]1)=[O:26])([CH3:23])([CH3:22])[CH3:21].C(=O)([O-])[O-].[Na+].[Na+]. Product: [NH2:8][C:5]1[N:6]=[CH:7][C:2]([C:30]2[CH2:31][CH2:32][N:27]([C:25]([O:24][C:20]([CH3:23])([CH3:22])[CH3:21])=[O:26])[CH2:28][CH:29]=2)=[N:3][C:4]=1[C:9]1[N:13]=[C:12]([C:14]2[CH:19]=[CH:18][CH:17]=[CH:16][CH:15]=2)[O:11][N:10]=1. The catalyst class is: 384. (2) Reactant: [Br:1][C:2]1[CH:9]=[CH:8][C:5]([C:6]#[N:7])=[CH:4][CH:3]=1.P12(SP3(SP(SP(S3)(S1)=S)(=S)S2)=S)=[S:11]. Product: [Br:1][C:2]1[CH:9]=[CH:8][C:5]([C:6](=[S:11])[NH2:7])=[CH:4][CH:3]=1. The catalyst class is: 5. (3) Reactant: Cl.Cl.[CH3:3][Si:4]([CH3:31])([CH3:30])[CH2:5][CH2:6][O:7][CH2:8][N:9]1[C:13]2[N:14]=[CH:15][N:16]=[C:17]([C:18]3[CH:19]=[N:20][N:21]([C:23]4([CH2:27][C:28]#[N:29])[CH2:26][NH:25][CH2:24]4)[CH:22]=3)[C:12]=2[CH:11]=[CH:10]1.Br[C:33]1[CH:42]=[CH:41][C:36]([C:37]([O:39][CH3:40])=[O:38])=[C:35]([F:43])[CH:34]=1.C(=O)([O-])[O-].[Cs+].[Cs+].C1(PC2C=CC=CC=2)C=CC=CC=1. Product: [C:28]([CH2:27][C:23]1([N:21]2[CH:22]=[C:18]([C:17]3[C:12]4[CH:11]=[CH:10][N:9]([CH2:8][O:7][CH2:6][CH2:5][Si:4]([CH3:30])([CH3:3])[CH3:31])[C:13]=4[N:14]=[CH:15][N:16]=3)[CH:19]=[N:20]2)[CH2:24][N:25]([C:33]2[CH:42]=[CH:41][C:36]([C:37]([O:39][CH3:40])=[O:38])=[C:35]([F:43])[CH:34]=2)[CH2:26]1)#[N:29]. The catalyst class is: 164.